Task: Predict the reaction yield, written as a fraction of the theoretical maximum amount of product (1.0 means a 100% yield; for example, 0.34 means a 34% yield).. Dataset: Reaction yield outcomes from USPTO patents with 853,638 reactions The reactants are [F:1][C:2]([F:20])([F:19])[CH:3]([C:5]1[CH:10]=[CH:9][CH:8]=[CH:7][C:6]=1[C:11]1[CH:12]=[CH:13][C:14]([C:17]#[N:18])=[N:15][CH:16]=1)[OH:4].[NH2:21][C:22]1[N:27]=[C:26]([C:28]2[CH:33]=[CH:32][C:31]([CH2:34][C@H:35]([NH:39][C:40]([O:42][C:43]([CH3:46])([CH3:45])[CH3:44])=[O:41])[C:36]([OH:38])=[O:37])=[CH:30][CH:29]=2)[CH:25]=[C:24](Cl)[N:23]=1.C(=O)([O-])[O-].[Cs+].[Cs+].Cl. The catalyst is O.O1CCOCC1. The product is [NH2:21][C:22]1[N:27]=[C:26]([C:28]2[CH:33]=[CH:32][C:31]([CH2:34][C@H:35]([NH:39][C:40]([O:42][C:43]([CH3:46])([CH3:45])[CH3:44])=[O:41])[C:36]([OH:38])=[O:37])=[CH:30][CH:29]=2)[CH:25]=[C:24]([O:4][CH:3]([C:5]2[CH:10]=[CH:9][CH:8]=[CH:7][C:6]=2[C:11]2[CH:16]=[N:15][C:14]([C:17]#[N:18])=[CH:13][CH:12]=2)[C:2]([F:1])([F:19])[F:20])[N:23]=1. The yield is 0.840.